This data is from Forward reaction prediction with 1.9M reactions from USPTO patents (1976-2016). The task is: Predict the product of the given reaction. (1) Given the reactants C([O:3][C:4]([C@H:6]1[C@H:10]([CH2:11][C@H:12]([CH2:16][C:17]2[CH:22]=[CH:21][C:20]([O:23][CH3:24])=[C:19]([O:25][CH2:26][CH2:27][CH2:28][O:29][CH3:30])[CH:18]=2)[CH:13]([CH3:15])[CH3:14])[CH2:9][N:8]([C:31]([O:33][C:34]([CH3:37])([CH3:36])[CH3:35])=[O:32])[CH2:7]1)=O)C.[Li+].[BH4-].[OH-].[Na+], predict the reaction product. The product is: [C:34]([O:33][C:31]([N:8]1[CH2:9][C@@H:10]([CH2:11][C@H:12]([CH2:16][C:17]2[CH:22]=[CH:21][C:20]([O:23][CH3:24])=[C:19]([O:25][CH2:26][CH2:27][CH2:28][O:29][CH3:30])[CH:18]=2)[CH:13]([CH3:14])[CH3:15])[C@H:6]([CH2:4][OH:3])[CH2:7]1)=[O:32])([CH3:37])([CH3:35])[CH3:36]. (2) Given the reactants Br[C:2]1[C:10]2[C:9]([O:11][C@H:12]([CH2:18][C:19]3[CH:24]=[CH:23][CH:22]=[CH:21][C:20]=3[O:25][CH3:26])[C:13]([O:15]CC)=[O:14])=[N:8][CH:7]=[N:6][C:5]=2[S:4][C:3]=1[C:27]1[O:28][CH:29]=[CH:30][CH:31]=1.[Cl:32][C:33]1[C:48]([F:49])=[C:47](B2OC(C)(C)C(C)(C)O2)[CH:46]=[CH:45][C:34]=1[O:35][CH2:36][CH2:37][N:38]1[CH2:43][CH2:42][N:41]([CH3:44])[CH2:40][CH2:39]1.C([O-])([O-])=O.[Cs+].[Cs+], predict the reaction product. The product is: [Cl:32][C:33]1[C:48]([F:49])=[C:47]([C:2]2[C:10]3[C:9]([O:11][C@H:12]([CH2:18][C:19]4[CH:24]=[CH:23][CH:22]=[CH:21][C:20]=4[O:25][CH3:26])[C:13]([OH:15])=[O:14])=[N:8][CH:7]=[N:6][C:5]=3[S:4][C:3]=2[C:27]2[O:28][CH:29]=[CH:30][CH:31]=2)[CH:46]=[CH:45][C:34]=1[O:35][CH2:36][CH2:37][N:38]1[CH2:39][CH2:40][N:41]([CH3:44])[CH2:42][CH2:43]1. (3) The product is: [CH2:38]([O:37][C:35](=[O:36])[O:14][C:13]1[C:12]2([CH2:15][CH2:16][N:17]([O:20][CH3:21])[CH2:18][CH2:19]2)[N:11]([O:22][CH2:23][O:24][CH3:25])[C:10](=[O:26])[C:9]=1[C:3]1[CH:4]=[C:5]([CH3:8])[CH:6]=[CH:7][C:2]=1[CH3:1])[CH3:39]. Given the reactants [CH3:1][C:2]1[CH:7]=[CH:6][C:5]([CH3:8])=[CH:4][C:3]=1[C:9]1[C:10](=[O:26])[N:11]([O:22][CH2:23][O:24][CH3:25])[C:12]2([CH2:19][CH2:18][N:17]([O:20][CH3:21])[CH2:16][CH2:15]2)[C:13]=1[OH:14].C(N(CC)CC)C.Cl[C:35]([O:37][CH2:38][CH3:39])=[O:36], predict the reaction product. (4) Given the reactants [CH2:1]([O:8][C:9]([NH:11][CH:12]([C:16]1[CH:21]=[CH:20][CH:19]=[CH:18][CH:17]=1)[C:13]([OH:15])=[O:14])=[O:10])[C:2]1[CH:7]=[CH:6][CH:5]=[CH:4][CH:3]=1.[N:22]12[CH2:29][CH2:28][CH:25]([CH2:26][CH2:27]1)[C@@H:24](O)[CH2:23]2.C(=NC1CCCCC1)=NC1CCCCC1.N1(O)C2C=CC=CC=2N=N1, predict the reaction product. The product is: [CH2:1]([O:8][C:9]([NH:11][CH:12]([C:16]1[CH:21]=[CH:20][CH:19]=[CH:18][CH:17]=1)[C:13]([O:15][C@@H:24]1[CH:25]2[CH2:28][CH2:29][N:22]([CH2:27][CH2:26]2)[CH2:23]1)=[O:14])=[O:10])[C:2]1[CH:3]=[CH:4][CH:5]=[CH:6][CH:7]=1. (5) Given the reactants [CH:1]1([C:7]([OH:9])=O)[CH2:6][CH2:5][CH2:4][CH2:3][CH2:2]1.CN(C(ON1N=NC2C=CC=NC1=2)=[N+](C)C)C.F[P-](F)(F)(F)(F)F.CN1CCOCC1.[CH3:41][O:42][C:43]1[C:44]2[N:57]=[C:56]([NH2:58])[S:55][C:45]=2[C:46]([N:49]2[CH2:54][CH2:53][O:52][CH2:51][CH2:50]2)=[N:47][CH:48]=1, predict the reaction product. The product is: [CH3:41][O:42][C:43]1[C:44]2[N:57]=[C:56]([NH:58][C:7]([CH:1]3[CH2:2][CH2:3][CH2:4][CH2:5][CH2:6]3)=[O:9])[S:55][C:45]=2[C:46]([N:49]2[CH2:50][CH2:51][O:52][CH2:53][CH2:54]2)=[N:47][CH:48]=1. (6) Given the reactants C1(C[O:5][C:6]2[C:7]([O:26][CH3:27])=[CH:8][CH:9]=[C:10]3[C:15]=2[NH:14][C:13](=[O:16])[CH:12]=[C:11]3[NH:17][C:18]2[C:23]([Cl:24])=[CH:22][N:21]=[CH:20][C:19]=2[Cl:25])CC1.Cl, predict the reaction product. The product is: [Cl:25][C:19]1[CH:20]=[N:21][CH:22]=[C:23]([Cl:24])[C:18]=1[NH:17][C:11]1[C:10]2[C:15](=[C:6]([OH:5])[C:7]([O:26][CH3:27])=[CH:8][CH:9]=2)[NH:14][C:13](=[O:16])[CH:12]=1. (7) Given the reactants [NH2:1][C:2]1[CH:3]=[C:4]([CH:38]=[CH:39][C:40]=1[CH2:41][N:42]([CH3:44])[CH3:43])[C:5]([NH:7][C@H:8]([B:25]1[O:33][CH:32]2[C:27]([CH3:37])([CH:28]3[CH2:34][CH:30]([CH2:31]2)[C:29]3([CH3:36])[CH3:35])[O:26]1)[CH2:9][C:10]1[C:11]([O:23][CH3:24])=[C:12]([CH:20]=[CH:21][CH:22]=1)[C:13]([O:15][C:16]([CH3:19])([CH3:18])[CH3:17])=[O:14])=[O:6].[CH2:45]([O:52][C:53]([NH:55][C@@H:56]([CH2:60][NH:61][C:62]([O:64][C:65]([CH3:68])([CH3:67])[CH3:66])=[O:63])[C:57](O)=[O:58])=[O:54])[C:46]1[CH:51]=[CH:50][CH:49]=[CH:48][CH:47]=1.CN1CCOCC1.CN(C(ON1N=NC2C=CC=NC1=2)=[N+](C)C)C.F[P-](F)(F)(F)(F)F, predict the reaction product. The product is: [CH2:45]([O:52][C:53]([NH:55][C@@H:56]([CH2:60][NH:61][C:62]([O:64][C:65]([CH3:68])([CH3:67])[CH3:66])=[O:63])[C:57]([NH:1][C:2]1[CH:3]=[C:4]([CH:38]=[CH:39][C:40]=1[CH2:41][N:42]([CH3:43])[CH3:44])[C:5]([NH:7][C@H:8]([B:25]1[O:33][CH:32]2[C:27]([CH3:37])([CH:28]3[CH2:34][CH:30]([CH2:31]2)[C:29]3([CH3:35])[CH3:36])[O:26]1)[CH2:9][C:10]1[C:11]([O:23][CH3:24])=[C:12]([CH:20]=[CH:21][CH:22]=1)[C:13]([O:15][C:16]([CH3:17])([CH3:18])[CH3:19])=[O:14])=[O:6])=[O:58])=[O:54])[C:46]1[CH:47]=[CH:48][CH:49]=[CH:50][CH:51]=1.